This data is from Retrosynthesis with 50K atom-mapped reactions and 10 reaction types from USPTO. The task is: Predict the reactants needed to synthesize the given product. Given the product CCCCC(C)(C)C(O)CCCC(CCCCCCC(=O)O)S(C)(=O)=O, predict the reactants needed to synthesize it. The reactants are: CCCCC(C)(C)C(O)C#CCC(CCCCCCC(=O)O)S(C)(=O)=O.